The task is: Predict the product of the given reaction.. This data is from Forward reaction prediction with 1.9M reactions from USPTO patents (1976-2016). (1) Given the reactants [CH:1]1([CH2:4][O:5][C:6]2[N:11]=[CH:10][N:9]=[C:8]([NH2:12])[CH:7]=2)[CH2:3][CH2:2]1.[CH:13]1(O)CCCC1, predict the reaction product. The product is: [CH:4]1([O:5][C:6]2[N:11]=[CH:10][N:9]=[C:8]([NH2:12])[CH:7]=2)[CH2:1][CH2:3][CH2:2][CH2:13]1. (2) Given the reactants [C:1]([CH2:4]C(CC(C)C)CC(O)=O)(=O)[NH2:2].[OH-].[Na+].BrBr.[C:18](O)(=O)[C:19]([OH:21])=[O:20].[CH2:24](O)[CH:25]([CH3:27])[CH3:26], predict the reaction product. The product is: [CH3:26][CH:25]([CH2:24][C@H:4]([CH2:1][NH2:2])[CH2:18][C:19]([OH:21])=[O:20])[CH3:27]. (3) Given the reactants C[O:2][C:3](=[O:28])[CH2:4][CH2:5][CH2:6][CH2:7][CH2:8][NH:9][C:10](=[O:27])[CH:11]=[C:12]1[C:18]2[CH:19]=[CH:20][CH:21]=[CH:22][C:17]=2[C:16]2[CH:23]=[CH:24][CH:25]=[CH:26][C:15]=2[CH:14]=[CH:13]1.CO.[Li+].[OH-].Cl, predict the reaction product. The product is: [CH:22]1[C:17]2[C:16]3[CH:23]=[CH:24][CH:25]=[CH:26][C:15]=3[CH:14]=[CH:13][C:12](=[CH:11][C:10]([NH:9][CH2:8][CH2:7][CH2:6][CH2:5][CH2:4][C:3]([OH:28])=[O:2])=[O:27])[C:18]=2[CH:19]=[CH:20][CH:21]=1. (4) Given the reactants Cl[C:2]1[N:7]=[C:6]([C:8]2[C:16]3[C:11](=[CH:12][CH:13]=[CH:14][CH:15]=3)[NH:10][CH:9]=2)[C:5]([Cl:17])=[CH:4][N:3]=1.[NH2:18][C:19]1[CH:24]=[CH:23][C:22]([N:25]2[CH2:30][CH2:29][CH:28]([NH2:31])[C:27]([CH3:33])([CH3:32])[CH2:26]2)=[CH:21][C:20]=1[O:34][CH3:35], predict the reaction product. The product is: [NH2:31][CH:28]1[CH2:29][CH2:30][N:25]([C:22]2[CH:23]=[CH:24][C:19]([NH:18][C:2]3[N:7]=[C:6]([C:8]4[C:16]5[C:11](=[CH:12][CH:13]=[CH:14][CH:15]=5)[NH:10][CH:9]=4)[C:5]([Cl:17])=[CH:4][N:3]=3)=[C:20]([O:34][CH3:35])[CH:21]=2)[CH2:26][C:27]1([CH3:33])[CH3:32]. (5) Given the reactants [CH2:1]([O:3][CH:4]([CH2:10][C:11]1[CH:12]=[N:13][C:14]([C:17]2[CH:22]=[CH:21][CH:20]=[C:19]([N:23]([CH3:34])[C:24]([NH:26][CH2:27][CH2:28][CH2:29][CH2:30][CH2:31][CH2:32][CH3:33])=[O:25])[CH:18]=2)=[CH:15][CH:16]=1)[C:5]([O:7]CC)=[O:6])[CH3:2].[OH-].[Li+], predict the reaction product. The product is: [CH2:1]([O:3][CH:4]([CH2:10][C:11]1[CH:12]=[N:13][C:14]([C:17]2[CH:22]=[CH:21][CH:20]=[C:19]([N:23]([CH3:34])[C:24]([NH:26][CH2:27][CH2:28][CH2:29][CH2:30][CH2:31][CH2:32][CH3:33])=[O:25])[CH:18]=2)=[CH:15][CH:16]=1)[C:5]([OH:7])=[O:6])[CH3:2]. (6) Given the reactants [F:1][C:2]([F:14])([F:13])[C:3]1[CH:4]=[C:5]([S:9](Cl)(=[O:11])=[O:10])[CH:6]=[CH:7][CH:8]=1.FC(F)(F)C(O)=O.[NH:22]1[CH2:27][CH2:26][CH:25]([O:28][N:29]2[C:37](=[O:38])[C:36]3[C:31](=[CH:32][CH:33]=[CH:34][CH:35]=3)[C:30]2=[O:39])[CH2:24][CH2:23]1.C(N(CC)C(C)C)(C)C, predict the reaction product. The product is: [F:1][C:2]([F:14])([F:13])[C:3]1[CH:4]=[C:5]([S:9]([N:22]2[CH2:27][CH2:26][CH:25]([O:28][N:29]3[C:30](=[O:39])[C:31]4[C:36](=[CH:35][CH:34]=[CH:33][CH:32]=4)[C:37]3=[O:38])[CH2:24][CH2:23]2)(=[O:11])=[O:10])[CH:6]=[CH:7][CH:8]=1. (7) Given the reactants [C:1]([O:5][C:6](=[O:26])[CH2:7][C@@H:8]([NH:10][C:11]1[CH:15]=[C:14]([C:16]#[C:17][C:18]([CH3:21])([CH3:20])[CH3:19])[S:13][C:12]=1[C:22]([O:24][CH3:25])=[O:23])[CH3:9])([CH3:4])([CH3:3])[CH3:2].[CH3:27][C@H:28]1[CH2:33][CH2:32][C@H:31]([C:34](Cl)=[O:35])[CH2:30][CH2:29]1.N1C=CC=CC=1, predict the reaction product. The product is: [C:1]([O:5][C:6](=[O:26])[CH2:7][C@@H:8]([N:10]([C:11]1[CH:15]=[C:14]([C:16]#[C:17][C:18]([CH3:19])([CH3:21])[CH3:20])[S:13][C:12]=1[C:22]([O:24][CH3:25])=[O:23])[C:34]([C@H:31]1[CH2:32][CH2:33][C@H:28]([CH3:27])[CH2:29][CH2:30]1)=[O:35])[CH3:9])([CH3:2])([CH3:3])[CH3:4]. (8) Given the reactants [NH2:1][C:2]([C:4]1[N:5]=[C:6]([C:26]2[CH:31]=[CH:30][CH:29]=[CH:28][CH:27]=2)[CH:7]=[C:8]2[C:12]([CH:13]3[CH2:18][CH2:17][N:16](C(OC(C)(C)C)=O)[CH2:15][CH2:14]3)=[CH:11][NH:10][C:9]=12)=[O:3].Cl, predict the reaction product. The product is: [C:26]1([C:6]2[CH:7]=[C:8]3[C:12]([CH:13]4[CH2:18][CH2:17][NH:16][CH2:15][CH2:14]4)=[CH:11][NH:10][C:9]3=[C:4]([C:2]([NH2:1])=[O:3])[N:5]=2)[CH:31]=[CH:30][CH:29]=[CH:28][CH:27]=1.